Dataset: NCI-60 drug combinations with 297,098 pairs across 59 cell lines. Task: Regression. Given two drug SMILES strings and cell line genomic features, predict the synergy score measuring deviation from expected non-interaction effect. Drug 1: CC12CCC(CC1=CCC3C2CCC4(C3CC=C4C5=CN=CC=C5)C)O. Drug 2: C1CC(=O)NC(=O)C1N2C(=O)C3=CC=CC=C3C2=O. Cell line: OVCAR-4. Synergy scores: CSS=11.4, Synergy_ZIP=-1.33, Synergy_Bliss=3.35, Synergy_Loewe=-1.33, Synergy_HSA=2.23.